The task is: Predict the reactants needed to synthesize the given product.. This data is from Full USPTO retrosynthesis dataset with 1.9M reactions from patents (1976-2016). (1) The reactants are: [NH2:1][C:2]([CH3:11])([CH3:10])[CH2:3][NH:4][C:5]([CH3:9])([CH3:8])[CH2:6]O.[CH:12](Cl)(Cl)Cl.[CH3:16][C:17]([CH3:19])=O.[OH-:20].[Na+].[OH2:22]. Given the product [OH:20][CH2:6][C:5]([N:4]1[CH2:16][C:17]([CH3:19])([CH3:12])[NH:1][C:2]([CH3:11])([CH3:10])[C:3]1=[O:22])([CH3:9])[CH3:8], predict the reactants needed to synthesize it. (2) Given the product [Cl:1][C:2]1[N:7]=[C:6]([N:17]2[C:18]3[C:13](=[CH:12][C:11]([O:10][CH3:9])=[CH:20][CH:19]=3)[CH2:14][CH2:15][CH2:16]2)[CH:5]=[CH:4][N:3]=1, predict the reactants needed to synthesize it. The reactants are: [Cl:1][C:2]1[N:7]=[C:6](Cl)[CH:5]=[CH:4][N:3]=1.[CH3:9][O:10][C:11]1[CH:12]=[C:13]2[C:18](=[CH:19][CH:20]=1)[NH:17][CH2:16][CH2:15][CH2:14]2.C(N(C(C)C)CC)(C)C. (3) Given the product [F:1][C:2]([F:21])([F:20])[S:3]([O:52][C:49]1[CH:50]=[N:51][C:46]([C:41]([C:38]2[CH:37]=[CH:36][C:35]([C:32]3[CH:31]=[N:30][C:29]([N:24]4[C:23]([CH3:22])=[CH:27][CH:26]=[C:25]4[CH3:28])=[N:34][CH:33]=3)=[CH:40][CH:39]=2)([CH3:45])[CH:42]([CH3:43])[CH3:44])=[CH:47][CH:48]=1)(=[O:5])=[O:4], predict the reactants needed to synthesize it. The reactants are: [F:1][C:2]([F:21])([F:20])[S:3](N(C1C=CC=CN=1)[S:3]([C:2]([F:21])([F:20])[F:1])(=[O:5])=[O:4])(=[O:5])=[O:4].[CH3:22][C:23]1[N:24]([C:29]2[N:34]=[CH:33][C:32]([C:35]3[CH:40]=[CH:39][C:38]([C:41]([C:46]4[N:51]=[CH:50][C:49]([OH:52])=[CH:48][CH:47]=4)([CH3:45])[CH:42]([CH3:44])[CH3:43])=[CH:37][CH:36]=3)=[CH:31][N:30]=2)[C:25]([CH3:28])=[CH:26][CH:27]=1.C(N(CC)CC)C.C(=O)(O)[O-].[Na+]. (4) Given the product [Cl:59][C:60]1[CH:68]=[CH:67][C:63]([C:64]([NH:30][C:3]2[CH:2]=[CH:7][C:6]([C:8]3[C:23](=[O:24])[N:22]([O:25][CH3:26])[C:11]4[N:12]=[C:13]([NH:16][CH2:17][CH2:18][N:19]([CH3:21])[CH3:20])[N:14]=[CH:15][C:10]=4[CH:9]=3)=[C:5]([Cl:27])[CH:4]=2)=[O:65])=[CH:62][C:61]=1[C:69]([F:72])([F:71])[F:70], predict the reactants needed to synthesize it. The reactants are: N[C:2]1[CH:3]=[CH:4][C:5]([Cl:27])=[C:6]([C:8]2[C:23](=[O:24])[N:22]([O:25][CH3:26])[C:11]3[N:12]=[C:13]([NH:16][CH2:17][CH2:18][N:19]([CH3:21])[CH3:20])[N:14]=[CH:15][C:10]=3[CH:9]=2)[CH:7]=1.C([N:30](CC)CC)C.CN(C(ON1N=NC2C=CC=NC1=2)=[N+](C)C)C.F[P-](F)(F)(F)(F)F.[Cl:59][C:60]1[CH:68]=[CH:67][C:63]([C:64](O)=[O:65])=[CH:62][C:61]=1[C:69]([F:72])([F:71])[F:70]. (5) Given the product [S:1]1[C:5]2[CH:6]=[C:7]([N:10]3[CH2:14][C:13]([CH3:15])([CH3:16])[N:12]([C:19]4[CH:20]=[N:21][CH:22]=[CH:23][CH:24]=4)[C:11]3=[O:17])[CH:8]=[CH:9][C:4]=2[N:3]=[CH:2]1, predict the reactants needed to synthesize it. The reactants are: [S:1]1[C:5]2[CH:6]=[C:7]([N:10]3[CH2:14][C:13]([CH3:16])([CH3:15])[NH:12][C:11]3=[O:17])[CH:8]=[CH:9][C:4]=2[N:3]=[CH:2]1.Br[C:19]1[CH:20]=[N:21][CH:22]=[CH:23][CH:24]=1.N[C@@H]1CCCC[C@H]1N.P([O-])([O-])([O-])=O.[K+].[K+].[K+]. (6) Given the product [Br:1][C:2]1[CH:3]=[CH:4][C:5]([C:6]([C@@H:8]2[CH2:12][CH2:11][CH2:10][C@H:9]2[C:13]([O:15][CH3:20])=[O:14])=[O:7])=[CH:16][CH:17]=1, predict the reactants needed to synthesize it. The reactants are: [Br:1][C:2]1[CH:17]=[CH:16][C:5]([C:6]([C@@H:8]2[CH2:12][CH2:11][CH2:10][C@H:9]2[C:13]([OH:15])=[O:14])=[O:7])=[CH:4][CH:3]=1.IC.[C:20]([O-])(O)=O.[Na+].O. (7) Given the product [C:1]([O:5][C:6]([NH:8][C:9]([CH3:14])([CH3:13])[C:10]([O:12][CH2:21][C:22]1[CH:27]=[CH:26][CH:25]=[CH:24][CH:23]=1)=[O:11])=[O:7])([CH3:4])([CH3:2])[CH3:3], predict the reactants needed to synthesize it. The reactants are: [C:1]([O:5][C:6]([NH:8][C:9]([CH3:14])([CH3:13])[C:10]([OH:12])=[O:11])=[O:7])([CH3:4])([CH3:3])[CH3:2].C(=O)([O-])[O-].[K+].[K+].[CH2:21](Br)[C:22]1[CH:27]=[CH:26][CH:25]=[CH:24][CH:23]=1.O. (8) Given the product [CH:18]1([C:21]([C:22]2[C:10]([C:12]3[CH:17]=[CH:16][CH:15]=[CH:14][CH:13]=3)=[C:3]3[C:4]4[CH2:9][CH2:8][CH2:7][C:5]=4[S:6][C:2]3=[N:1][C:23]=2[CH3:24])=[O:26])[CH2:20][CH2:19]1, predict the reactants needed to synthesize it. The reactants are: [NH2:1][C:2]1[S:6][C:5]2[CH2:7][CH2:8][CH2:9][C:4]=2[C:3]=1[C:10]([C:12]1[CH:17]=[CH:16][CH:15]=[CH:14][CH:13]=1)=O.[CH:18]1([C:21](=[O:26])[CH2:22][C:23](=O)[CH3:24])[CH2:20][CH2:19]1.